Dataset: Human liver microsome stability data. Task: Regression/Classification. Given a drug SMILES string, predict its absorption, distribution, metabolism, or excretion properties. Task type varies by dataset: regression for continuous measurements (e.g., permeability, clearance, half-life) or binary classification for categorical outcomes (e.g., BBB penetration, CYP inhibition). Dataset: hlm. (1) The drug is CCP(=O)(OC)c1ccc2oc(-c3cccc(Cl)c3Cl)nc2c1. The result is 0 (unstable in human liver microsomes). (2) The molecule is CS(=O)(=O)c1ccc(-c2cnc(N)c(-c3ccc(C#N)cc3)c2)cc1. The result is 0 (unstable in human liver microsomes).